This data is from Full USPTO retrosynthesis dataset with 1.9M reactions from patents (1976-2016). The task is: Predict the reactants needed to synthesize the given product. (1) Given the product [CH3:25][N:26]([CH3:30])[C:27](=[O:28])[NH:1][C@@H:2]1[C@H:7]([CH3:8])[CH2:6][CH2:5][N:4]([C:9]([O:11][C:12]([CH3:14])([CH3:13])[CH3:15])=[O:10])[CH2:3]1, predict the reactants needed to synthesize it. The reactants are: [NH2:1][C@@H:2]1[C@H:7]([CH3:8])[CH2:6][CH2:5][N:4]([C:9]([O:11][C:12]([CH3:15])([CH3:14])[CH3:13])=[O:10])[CH2:3]1.CCN(C(C)C)C(C)C.[CH3:25][N:26]([CH3:30])[C:27](Cl)=[O:28]. (2) Given the product [Cl:35][CH2:30][C:27]1[CH:28]=[CH:29][C:24]([C:22]2[S:23][C:16]3[C:17](=[N:18][CH:19]=[CH:20][C:15]=3[O:14][C:11]3[CH:12]=[CH:13][C:8]([NH:7][C:5]([NH:4][CH:1]4[CH2:3][CH2:2]4)=[O:6])=[CH:9][C:10]=3[F:32])[CH:21]=2)=[N:25][CH:26]=1, predict the reactants needed to synthesize it. The reactants are: [CH:1]1([NH:4][C:5]([NH:7][C:8]2[CH:13]=[CH:12][C:11]([O:14][C:15]3[CH:20]=[CH:19][N:18]=[C:17]4[CH:21]=[C:22]([C:24]5[CH:29]=[CH:28][C:27]([CH2:30]O)=[CH:26][N:25]=5)[S:23][C:16]=34)=[C:10]([F:32])[CH:9]=2)=[O:6])[CH2:3][CH2:2]1.O=S(Cl)[Cl:35]. (3) Given the product [CH3:32][S:33]([C:36]1[CH:41]=[C:40]([C:2]2[N:7]=[C:6]([NH:8][C:9]3[CH:14]=[CH:13][C:12]([O:15][C:16]([F:19])([F:18])[F:17])=[CH:11][CH:10]=3)[CH:5]=[C:4]([N:20]3[CH2:25][CH2:24][CH2:23][CH2:22][CH2:21]3)[CH:3]=2)[CH:39]=[CH:38][CH:37]=1)(=[O:35])=[O:34], predict the reactants needed to synthesize it. The reactants are: Cl[C:2]1[N:7]=[C:6]([NH:8][C:9]2[CH:14]=[CH:13][C:12]([O:15][C:16]([F:19])([F:18])[F:17])=[CH:11][CH:10]=2)[CH:5]=[C:4]([N:20]2[CH2:25][CH2:24][CH2:23][CH2:22][CH2:21]2)[CH:3]=1.C(=O)([O-])[O-].[Na+].[Na+].[CH3:32][S:33]([C:36]1[CH:37]=[C:38](B(O)O)[CH:39]=[CH:40][CH:41]=1)(=[O:35])=[O:34].O. (4) Given the product [CH3:1][O:2][CH:3]([CH2:17][C@@H:18]([CH3:24])[C:19]([O:22][CH3:23])([CH3:21])[CH3:20])[C@H:4]([C@@H:6]1[C@:14]2([CH3:15])[C@H:9]([C:10](=[O:16])[CH2:11][CH2:12][CH2:13]2)[CH2:8][CH2:7]1)[CH3:5], predict the reactants needed to synthesize it. The reactants are: [CH3:1][O:2][CH:3]([CH2:17][C@@H:18]([CH3:24])[C:19]([O:22][CH3:23])([CH3:21])[CH3:20])[C@H:4]([C@@H:6]1[C@:14]2([CH3:15])[C@H:9]([C@@H:10]([OH:16])[CH2:11][CH2:12][CH2:13]2)[CH2:8][CH2:7]1)[CH3:5].[Cr](O[Cr]([O-])(=O)=O)([O-])(=O)=O.[NH+]1C=CC=CC=1.[NH+]1C=CC=CC=1.C1(C)C=CC(S([O-])(=O)=O)=CC=1.[NH+]1C=CC=CC=1. (5) The reactants are: [C:1]([C:4]1[C:5]([CH3:11])=[N:6][C:7]([NH2:10])=[N:8][CH:9]=1)(=[O:3])[CH3:2].[CH3:12][N:13]([CH:15](OC)OC)[CH3:14]. Given the product [CH3:12][N:13]([CH3:15])/[CH:14]=[CH:2]/[C:1]([C:4]1[C:5]([CH3:11])=[N:6][C:7]([N:10]=[CH:12][N:13]([CH3:15])[CH3:14])=[N:8][CH:9]=1)=[O:3], predict the reactants needed to synthesize it. (6) Given the product [CH2:22]([O:21][C:19]([C@@H:18]1[CH2:13][C@H:12]1[C:9]1[CH:8]=[CH:7][C:6]([NH2:5])=[CH:11][CH:10]=1)=[O:20])[CH3:23], predict the reactants needed to synthesize it. The reactants are: FC(F)(F)C([NH:5][C:6]1[CH:11]=[CH:10][C:9]([CH:12]=[CH2:13])=[CH:8][CH:7]=1)=O.[N+](=[CH:18][C:19]([O:21][CH2:22][CH3:23])=[O:20])=[N-].C(=O)([O-])[O-].[K+].[K+].O. (7) Given the product [F:15][C:16]1[CH:17]=[C:18]([C:37]#[N:38])[C:19]([C:22]2[CH:27]=[CH:26][CH:25]=[C:24]([C:2]3[N:6]4[CH:7]=[CH:8][C:9]([C:11]([OH:14])([CH3:13])[CH3:12])=[N:10][C:5]4=[N:4][CH:3]=3)[CH:23]=2)=[CH:20][CH:21]=1, predict the reactants needed to synthesize it. The reactants are: Br[C:2]1[N:6]2[CH:7]=[CH:8][C:9]([C:11]([OH:14])([CH3:13])[CH3:12])=[N:10][C:5]2=[N:4][CH:3]=1.[F:15][C:16]1[CH:17]=[C:18]([C:37]#[N:38])[C:19]([C:22]2[CH:27]=[CH:26][CH:25]=[C:24](B3OC(C)(C)C(C)(C)O3)[CH:23]=2)=[CH:20][CH:21]=1. (8) Given the product [C:26]([O:25][C:24]([NH:1][C:2]1[CH:13]=[CH:12][C:5]2[CH:6]=[C:7]([C:9]([OH:11])=[O:10])[S:8][C:4]=2[CH:3]=1)=[O:30])([CH3:29])([CH3:28])[CH3:27], predict the reactants needed to synthesize it. The reactants are: [NH2:1][C:2]1[CH:13]=[CH:12][C:5]2[CH:6]=[C:7]([C:9]([OH:11])=[O:10])[S:8][C:4]=2[CH:3]=1.C[Si](C)(C)N[Si](C)(C)C.[Na].[C:24](O[C:24]([O:25][C:26]([CH3:29])([CH3:28])[CH3:27])=[O:30])(=[O:30])[O:25][C:26]([CH3:29])([CH3:28])[CH3:27]. (9) Given the product [CH2:10]([O:13][C:14]1[CH:19]=[CH:18][C:17]([O:20][C:2]2[CH:9]=[CH:8][C:5]([C:6]#[N:7])=[CH:4][CH:3]=2)=[CH:16][CH:15]=1)[CH2:11][CH3:12], predict the reactants needed to synthesize it. The reactants are: F[C:2]1[CH:9]=[CH:8][C:5]([C:6]#[N:7])=[CH:4][CH:3]=1.[CH2:10]([O:13][C:14]1[CH:19]=[CH:18][C:17]([OH:20])=[CH:16][CH:15]=1)[CH2:11][CH3:12].C(=O)([O-])[O-].[Cs+].[Cs+].Cl.